Dataset: Catalyst prediction with 721,799 reactions and 888 catalyst types from USPTO. Task: Predict which catalyst facilitates the given reaction. (1) Reactant: [F:1][C:2]1[CH:32]=[CH:31][C:5]([CH2:6][N:7]2[C:15]3[C:10](=[CH:11][CH:12]=[CH:13][CH:14]=3)[C:9]3[C:16]([C:24]4[CH:29]=[CH:28][C:27]([CH3:30])=[CH:26][CH:25]=4)=[C:17]([CH2:22]O)[N:18]([CH3:21])[C:19](=[O:20])[C:8]2=3)=[CH:4][CH:3]=1.S(Br)(Br)=O.[C-:37]#[N:38].[K+]. Product: [F:1][C:2]1[CH:32]=[CH:31][C:5]([CH2:6][N:7]2[C:15]3[C:10](=[CH:11][CH:12]=[CH:13][CH:14]=3)[C:9]3[C:16]([C:24]4[CH:25]=[CH:26][C:27]([CH3:30])=[CH:28][CH:29]=4)=[C:17]([CH2:22][C:37]#[N:38])[N:18]([CH3:21])[C:19](=[O:20])[C:8]2=3)=[CH:4][CH:3]=1. The catalyst class is: 170. (2) Reactant: [N:1]1(C(OC(C)(C)C)=O)[CH2:6][CH2:5][C:4]2([O:11][C:10]3[CH:12]=[CH:13][CH:14]=[CH:15][C:9]=3[N:8]3[CH:16]=[CH:17][CH:18]=[C:7]23)[CH2:3][CH2:2]1.C1(C)C=CC=CC=1.[ClH:33]. Product: [ClH:33].[NH:1]1[CH2:2][CH2:3][C:4]2([O:11][C:10]3[CH:12]=[CH:13][CH:14]=[CH:15][C:9]=3[N:8]3[CH:16]=[CH:17][CH:18]=[C:7]23)[CH2:5][CH2:6]1. The catalyst class is: 12. (3) Reactant: Cl[CH2:2][C:3]1[CH:4]=[C:5]([CH:17]=[CH:18][CH:19]=1)[O:6][C:7]1[CH:12]=[CH:11][C:10]([C:13]([F:16])([F:15])[F:14])=[CH:9][N:8]=1.[P:20]([O:27]CC)([O:24][CH2:25][CH3:26])[O:21][CH2:22][CH3:23]. Product: [CH2:22]([O:21][P:20]([CH2:2][C:3]1[CH:4]=[C:5]([CH:17]=[CH:18][CH:19]=1)[O:6][C:7]1[CH:12]=[CH:11][C:10]([C:13]([F:16])([F:15])[F:14])=[CH:9][N:8]=1)([O:24][CH2:25][CH3:26])=[O:27])[CH3:23]. The catalyst class is: 605.